This data is from NCI-60 drug combinations with 297,098 pairs across 59 cell lines. The task is: Regression. Given two drug SMILES strings and cell line genomic features, predict the synergy score measuring deviation from expected non-interaction effect. (1) Drug 1: C1C(C(OC1N2C=NC3=C(N=C(N=C32)Cl)N)CO)O. Drug 2: CC(C)CN1C=NC2=C1C3=CC=CC=C3N=C2N. Cell line: TK-10. Synergy scores: CSS=-2.62, Synergy_ZIP=1.76, Synergy_Bliss=-0.0181, Synergy_Loewe=-1.27, Synergy_HSA=-2.74. (2) Drug 1: CCC1=CC2CC(C3=C(CN(C2)C1)C4=CC=CC=C4N3)(C5=C(C=C6C(=C5)C78CCN9C7C(C=CC9)(C(C(C8N6C)(C(=O)OC)O)OC(=O)C)CC)OC)C(=O)OC.C(C(C(=O)O)O)(C(=O)O)O. Drug 2: C1=NC2=C(N1)C(=S)N=C(N2)N. Cell line: HCC-2998. Synergy scores: CSS=40.1, Synergy_ZIP=1.53, Synergy_Bliss=3.43, Synergy_Loewe=-3.02, Synergy_HSA=5.39. (3) Drug 1: C1=NC(=NC(=O)N1C2C(C(C(O2)CO)O)O)N. Drug 2: CC1CCCC2(C(O2)CC(NC(=O)CC(C(C(=O)C(C1O)C)(C)C)O)C(=CC3=CSC(=N3)C)C)C. Cell line: RPMI-8226. Synergy scores: CSS=79.4, Synergy_ZIP=0.786, Synergy_Bliss=0.346, Synergy_Loewe=0.119, Synergy_HSA=2.69. (4) Drug 1: B(C(CC(C)C)NC(=O)C(CC1=CC=CC=C1)NC(=O)C2=NC=CN=C2)(O)O. Drug 2: CC1C(C(CC(O1)OC2CC(CC3=C2C(=C4C(=C3O)C(=O)C5=CC=CC=C5C4=O)O)(C(=O)C)O)N)O. Cell line: OVCAR-8. Synergy scores: CSS=62.8, Synergy_ZIP=0.680, Synergy_Bliss=-0.414, Synergy_Loewe=4.32, Synergy_HSA=5.57. (5) Drug 1: COC1=C(C=C2C(=C1)N=CN=C2NC3=CC(=C(C=C3)F)Cl)OCCCN4CCOCC4. Drug 2: CC1=C(C(CCC1)(C)C)C=CC(=CC=CC(=CC(=O)O)C)C. Cell line: SF-539. Synergy scores: CSS=28.0, Synergy_ZIP=-2.43, Synergy_Bliss=3.21, Synergy_Loewe=7.54, Synergy_HSA=7.93. (6) Drug 1: C1=CC(=CC=C1C#N)C(C2=CC=C(C=C2)C#N)N3C=NC=N3. Drug 2: C1C(C(OC1N2C=C(C(=O)NC2=O)F)CO)O. Cell line: SN12C. Synergy scores: CSS=22.6, Synergy_ZIP=-7.37, Synergy_Bliss=-0.795, Synergy_Loewe=-20.0, Synergy_HSA=-1.94. (7) Drug 1: CN(CC1=CN=C2C(=N1)C(=NC(=N2)N)N)C3=CC=C(C=C3)C(=O)NC(CCC(=O)O)C(=O)O. Drug 2: CC(C)NC(=O)C1=CC=C(C=C1)CNNC.Cl. Cell line: COLO 205. Synergy scores: CSS=27.5, Synergy_ZIP=-0.0271, Synergy_Bliss=0.251, Synergy_Loewe=-44.2, Synergy_HSA=-0.0380.